From a dataset of Full USPTO retrosynthesis dataset with 1.9M reactions from patents (1976-2016). Predict the reactants needed to synthesize the given product. (1) Given the product [C:1]([O:5][C:6]([N:8]([C:35]([O:37][C:38]([CH3:41])([CH3:40])[CH3:39])=[O:36])[C:9]1[CH:14]=[C:13]([CH2:15][C@H:16]2[C:19](=[O:20])[N:18]([C:51]([NH:50][C@@H:43]([C:44]3[CH:49]=[CH:48][CH:47]=[CH:46][CH:45]=3)[CH3:42])=[O:52])[C@@H:17]2[C:21]([N:23]([S:25]([C:28]2[CH:29]=[CH:30][C:31]([F:34])=[CH:32][CH:33]=2)(=[O:27])=[O:26])[CH3:24])=[O:22])[CH:12]=[CH:11][N:10]=1)=[O:7])([CH3:4])([CH3:3])[CH3:2], predict the reactants needed to synthesize it. The reactants are: [C:1]([O:5][C:6]([N:8]([C:35]([O:37][C:38]([CH3:41])([CH3:40])[CH3:39])=[O:36])[C:9]1[CH:14]=[C:13]([CH2:15][C@H:16]2[C:19](=[O:20])[NH:18][C@@H:17]2[C:21]([N:23]([S:25]([C:28]2[CH:33]=[CH:32][C:31]([F:34])=[CH:30][CH:29]=2)(=[O:27])=[O:26])[CH3:24])=[O:22])[CH:12]=[CH:11][N:10]=1)=[O:7])([CH3:4])([CH3:3])[CH3:2].[CH3:42][C@@H:43]([N:50]=[C:51]=[O:52])[C:44]1[CH:49]=[CH:48][CH:47]=[CH:46][CH:45]=1. (2) Given the product [C:1]([O:8][CH3:9])(=[O:7])/[CH:2]=[CH:3]/[C:4]([O:31][CH2:30][CH2:29][CH2:28][N:22]1[CH2:27][CH2:26][O:25][CH2:24][CH2:23]1)=[O:5], predict the reactants needed to synthesize it. The reactants are: [C:1]([O:8][CH3:9])(=[O:7])/[CH:2]=[CH:3]/[C:4]([O-])=[O:5].Cl.C(N=C=NCCCN(C)C)C.[N:22]1([CH2:28][CH2:29][CH2:30][OH:31])[CH2:27][CH2:26][O:25][CH2:24][CH2:23]1.